Dataset: Reaction yield outcomes from USPTO patents with 853,638 reactions. Task: Predict the reaction yield, written as a fraction of the theoretical maximum amount of product (1.0 means a 100% yield; for example, 0.34 means a 34% yield). The reactants are C[O:2][C:3](=[O:42])[C:4]1[CH:9]=[CH:8][CH:7]=[CH:6][C:5]=1[C:10]#[C:11][C:12]12[CH2:38][CH2:37][C@@H:36]([C:39]([CH3:41])=[CH2:40])[CH:13]1[CH:14]1[C@@:27]([CH3:30])([CH2:28][CH2:29]2)[C@@:26]2([CH3:31])[CH:17]([C@:18]3([CH3:35])[CH:23]([CH2:24][CH2:25]2)[C:22]([CH3:33])([CH3:32])[C@@H:21]([OH:34])[CH2:20][CH2:19]3)[CH2:16][CH2:15]1.C(C12CC[C@@H](C(C)=C)C1C1[C@@](C)(CC2)[C@@]2(C)C([C@]3(C)C(CC2)C(C)(C)[C@@H](O)CC3)CC1)#C.C(NC(C)C)(C)C. The catalyst is C1COCC1. The product is [OH:34][C@H:21]1[CH2:20][CH2:19][C@@:18]2([CH3:35])[CH:23]([CH2:24][CH2:25][C@:26]3([CH3:31])[CH:17]2[CH2:16][CH2:15][CH:14]2[C@@:27]3([CH3:30])[CH2:28][CH2:29][C:12]3([C:11]#[C:10][C:5]4[CH:6]=[CH:7][CH:8]=[CH:9][C:4]=4[C:3]([OH:42])=[O:2])[CH2:38][CH2:37][C@@H:36]([C:39]([CH3:41])=[CH2:40])[CH:13]32)[C:22]1([CH3:33])[CH3:32]. The yield is 0.630.